This data is from Forward reaction prediction with 1.9M reactions from USPTO patents (1976-2016). The task is: Predict the product of the given reaction. Given the reactants [CH:1]([N:4]=[C:5]([NH:17][CH:18]([CH3:20])[CH3:19])[N:6]([CH3:16])[CH2:7][CH2:8][CH2:9][Si:10]([CH3:15])(OC)OC)([CH3:3])[CH3:2].C[Si](C)(C)[O:23][Si:24]([CH3:27])([CH3:26])[CH3:25], predict the reaction product. The product is: [CH:1]([N:4]=[C:5]([NH:17][CH:18]([CH3:20])[CH3:19])[N:6]([CH3:16])[CH2:7][CH2:8][CH2:9][SiH2:10][CH:15]([O:23][Si:24]([CH3:25])([CH3:26])[CH3:27])[O:23][Si:24]([CH3:27])([CH3:26])[CH3:25])([CH3:3])[CH3:2].